Dataset: Reaction yield outcomes from USPTO patents with 853,638 reactions. Task: Predict the reaction yield, written as a fraction of the theoretical maximum amount of product (1.0 means a 100% yield; for example, 0.34 means a 34% yield). (1) The reactants are Br[C:2]1[S:6][C:5]([N:7]2[CH2:13][CH2:12][CH2:11][NH:10][C:9](=[O:14])[CH2:8]2)=[N:4][CH:3]=1.[NH2:15][C:16]1[CH:17]=[C:18](B(O)O)[CH:19]=[C:20]([N+:22]([O-:24])=[O:23])[CH:21]=1.C(=O)([O-])[O-].[Na+].[Na+]. The catalyst is COCCOC. The product is [NH2:15][C:16]1[CH:17]=[C:18]([C:2]2[S:6][C:5]([N:7]3[CH2:13][CH2:12][CH2:11][NH:10][C:9](=[O:14])[CH2:8]3)=[N:4][CH:3]=2)[CH:19]=[C:20]([N+:22]([O-:24])=[O:23])[CH:21]=1. The yield is 0.250. (2) The reactants are S(Cl)(Cl)=O.[CH2:5]([N:12]1[CH2:17][CH2:16][CH:15]([C:18]([OH:20])=O)[CH2:14][CH2:13]1)[C:6]1[CH:11]=[CH:10][CH:9]=[CH:8][CH:7]=1.[NH2:21][C:22]1[CH:23]=[C:24]2[C:28](=[CH:29][CH:30]=1)[NH:27][N:26]=[CH:25]2.[OH-].[Na+]. The catalyst is C(Cl)Cl.CN(C)C1C=CN=CC=1.N1C=CC=CC=1.C(N(CC)CC)C. The product is [CH2:5]([N:12]1[CH2:13][CH2:14][CH:15]([C:18]([NH:21][C:22]2[CH:23]=[C:24]3[C:28](=[CH:29][CH:30]=2)[NH:27][N:26]=[CH:25]3)=[O:20])[CH2:16][CH2:17]1)[C:6]1[CH:7]=[CH:8][CH:9]=[CH:10][CH:11]=1. The yield is 0.300. (3) No catalyst specified. The reactants are C([C:8]1[CH:16]=[CH:15][C:11]([C:12](O)=[O:13])=[CH:10][C:9]=1[C:17]([NH:19][C:20]1[CH:25]=[C:24]([C:26]([F:29])([F:28])[F:27])[CH:23]=[C:22]([C:30]([F:33])([F:32])[F:31])[CH:21]=1)=[O:18])C1C=CC=CC=1.[NH:34]1[CH2:39][CH2:38][CH2:37][CH2:36][CH2:35]1. The yield is 0.564. The product is [CH2:12]([O:13][C:10]1[C:11]([C:12]([N:34]2[CH2:39][CH2:38][CH2:37][CH2:36][CH2:35]2)=[O:13])=[CH:15][CH:16]=[CH:8][C:9]=1[C:17]([NH:19][C:20]1[CH:25]=[C:24]([C:26]([F:28])([F:27])[F:29])[CH:23]=[C:22]([C:30]([F:31])([F:32])[F:33])[CH:21]=1)=[O:18])[C:11]1[CH:15]=[CH:16][CH:8]=[CH:9][CH:10]=1. (4) The reactants are [Cl:1][C:2]1[CH:38]=[CH:37][C:5]([O:6][C:7]2[CH:12]=[CH:11][C:10]([NH:13][CH:14]([C:27]3[CH:32]=[CH:31][CH:30]=[C:29]([C:33]([F:36])([F:35])[F:34])[CH:28]=3)[CH2:15][NH:16]S(C3C=CC(C)=CC=3)(=O)=O)=[CH:9][CH:8]=2)=[CH:4][CH:3]=1.C1(O)C=CC=CC=1.Br. The catalyst is C(O)(=O)C. The product is [Cl:1][C:2]1[CH:3]=[CH:4][C:5]([O:6][C:7]2[CH:12]=[CH:11][C:10]([NH:13][CH:14]([C:27]3[CH:32]=[CH:31][CH:30]=[C:29]([C:33]([F:34])([F:35])[F:36])[CH:28]=3)[CH2:15][NH2:16])=[CH:9][CH:8]=2)=[CH:37][CH:38]=1. The yield is 0.490. (5) The reactants are [N+:1]([C:4]1[CH:8]=[C:7]([C:9](O)=[O:10])[NH:6][N:5]=1)([O-:3])=[O:2]. The catalyst is C1COCC1. The product is [N+:1]([C:4]1[CH:8]=[C:7]([CH2:9][OH:10])[NH:6][N:5]=1)([O-:3])=[O:2]. The yield is 0.940. (6) The reactants are [F:1][C:2]1[N:12]=[CH:11][C:5]2[N:6]=[CH:7][NH:8][C:9](=O)[C:4]=2[CH:3]=1.[F:13][C:14]1[CH:20]=[CH:19][C:17]([NH2:18])=[CH:16][C:15]=1[C:21]([F:24])([F:23])[F:22]. The catalyst is O=S(Cl)Cl.C(Cl)Cl.CN(C=O)C.C(O)CC. The product is [F:1][C:2]1[N:12]=[CH:11][C:5]2[N:6]=[CH:7][N:8]=[C:9]([NH:18][C:17]3[CH:19]=[CH:20][C:14]([F:13])=[C:15]([C:21]([F:24])([F:22])[F:23])[CH:16]=3)[C:4]=2[CH:3]=1. The yield is 1.00.